This data is from Kir2.1 potassium channel HTS with 301,493 compounds. The task is: Binary Classification. Given a drug SMILES string, predict its activity (active/inactive) in a high-throughput screening assay against a specified biological target. (1) The drug is s1c2N(CN(CCN3CCOCC3)Cc2c(c1C)C)C(=O)c1ccccc1. The result is 0 (inactive). (2) The molecule is s1c(nnc1NC(=O)c1sccc1)C1CC1. The result is 0 (inactive). (3) The drug is S(=O)(=O)(N1C(OCCC1)CNC(=O)C(=O)NCCN1CCOCC1)c1c(F)ccc(F)c1. The result is 0 (inactive). (4) The drug is P([O-])(=O)(c1[n+](c2c([nH]1)cccc2)CC)c1ccccc1. The result is 0 (inactive). (5) The molecule is O(c1c(CNCCc2c3c([nH]c2)cccc3)ccc(OC)c1C)C. The result is 1 (active). (6) The drug is O=c1[nH]c(=O)n(c2nc(n(c12)CCC)c1cc(OC)c(OC)c(OC)c1)Cc1ccccc1. The result is 0 (inactive).